Dataset: Forward reaction prediction with 1.9M reactions from USPTO patents (1976-2016). Task: Predict the product of the given reaction. (1) Given the reactants [CH2:1]1[CH:5]2[CH2:6][NH:7][CH2:8][CH:4]2[CH2:3][N:2]1[C:9]1[C:18]([CH3:19])=[N:17][C:16]2[C:11](=[CH:12][CH:13]=[CH:14][CH:15]=2)[N:10]=1.[N:20]1[N:21]=[C:22]([C:25]2[CH:33]=[CH:32][CH:31]=[CH:30][C:26]=2[C:27](O)=[O:28])[NH:23][CH:24]=1, predict the reaction product. The product is: [CH3:19][C:18]1[C:9]([N:2]2[CH2:3][CH:4]3[CH:5]([CH2:6][N:7]([C:27]([C:26]4[CH:30]=[CH:31][CH:32]=[CH:33][C:25]=4[C:22]4[NH:23][CH:24]=[N:20][N:21]=4)=[O:28])[CH2:8]3)[CH2:1]2)=[N:10][C:11]2[C:16](=[CH:15][CH:14]=[CH:13][CH:12]=2)[N:17]=1. (2) Given the reactants FC1C=C(C=CC=1)CN1CCC(COC2C(C3CC3)=CC(C(OC)=O)=C(F)C=2)CC1.[CH:31]1([C:34]2[C:35]([O:45][CH2:46][C@@H:47]3[CH2:52][CH2:51][CH2:50][N:49]([CH2:53][C:54]4[CH:59]=[C:58]([Cl:60])[CH:57]=[C:56]([Cl:61])[CH:55]=4)[CH2:48]3)=[CH:36][C:37]([F:44])=[C:38]([CH:43]=2)[C:39]([O:41]C)=[O:40])[CH2:33][CH2:32]1, predict the reaction product. The product is: [CH:31]1([C:34]2[C:35]([O:45][CH2:46][C@@H:47]3[CH2:52][CH2:51][CH2:50][N:49]([CH2:53][C:54]4[CH:59]=[C:58]([Cl:60])[CH:57]=[C:56]([Cl:61])[CH:55]=4)[CH2:48]3)=[CH:36][C:37]([F:44])=[C:38]([CH:43]=2)[C:39]([OH:41])=[O:40])[CH2:32][CH2:33]1. (3) The product is: [O:42]=[S:38]1(=[O:41])[CH2:39][CH2:40][N:35]([CH2:34][CH2:33][NH:32][C@:16]23[CH2:28][CH2:27][C@@H:26]([C:29]([CH3:31])=[CH2:30])[C@@H:17]2[C@@H:18]2[C@@:13]([CH3:43])([CH2:14][CH2:15]3)[C@@:12]3([CH3:44])[C@@H:21]([C@:22]4([CH3:25])[C@@H:9]([CH2:10][CH2:11]3)[C:8]([CH3:45])([CH3:46])[C:7]([C:53]3[CH2:54][O:55][C:50]([CH3:49])([C:65]([O:67][CH2:68][CH3:69])=[O:66])[O:51][CH:52]=3)=[CH:24][CH2:23]4)[CH2:20][CH2:19]2)[CH2:36][CH2:37]1. Given the reactants FC(F)(F)S(O[C:7]1[C:8]([CH3:46])([CH3:45])[C@H:9]2[C@:22]([CH3:25])([CH2:23][CH:24]=1)[C@@H:21]1[C@:12]([CH3:44])([C@@:13]3([CH3:43])[C@H:18]([CH2:19][CH2:20]1)[C@H:17]1[C@H:26]([C:29]([CH3:31])=[CH2:30])[CH2:27][CH2:28][C@:16]1([NH:32][CH2:33][CH2:34][N:35]1[CH2:40][CH2:39][S:38](=[O:42])(=[O:41])[CH2:37][CH2:36]1)[CH2:15][CH2:14]3)[CH2:11][CH2:10]2)(=O)=O.[CH3:49][C:50]1([C:65]([O:67][CH2:68][CH3:69])=[O:66])[O:55][CH2:54][C:53](B2OC(C)(C)C(C)(C)O2)=[CH:52][O:51]1, predict the reaction product. (4) Given the reactants C1[C@H](N)[C@@H]([O:8][C@H:9]2[O:14][C@H:13]([CH2:15][NH2:16])[C@@H:12](O)[C@H:11](O)[C@H:10]2O)[C@H](O)[C@@H](O[C@H]2O[C@H](CO)[C@@H](O)[C@H](N)[C@H]2O)[C@@H]1N.C1C([C@@H](O)[C@H]([NH:44]C(C(Cl)Cl)=O)CO)=CC=C([N+]([O-])=O)C=1, predict the reaction product. The product is: [NH2:44][C@H:10]([C:9]([OH:14])=[O:8])[CH2:11][CH2:12][CH2:13][CH2:15][NH2:16]. (5) Given the reactants [N:1]1[CH:6]=[CH:5][N:4]=[CH:3][C:2]=1[C:7]([OH:9])=O.Cl.C(N=C=NCCCN(C)C)C.[NH2:22][C:23]1[CH:34]=[CH:33][C:26]([C:27]([N:29]([O:31][CH3:32])[CH3:30])=[O:28])=[C:25]([F:35])[CH:24]=1, predict the reaction product. The product is: [F:35][C:25]1[CH:24]=[C:23]([NH:22][C:7]([C:2]2[CH:3]=[N:4][CH:5]=[CH:6][N:1]=2)=[O:9])[CH:34]=[CH:33][C:26]=1[C:27]([N:29]([O:31][CH3:32])[CH3:30])=[O:28]. (6) Given the reactants [Br:1][C:2]1[CH:9]=[CH:8][C:5]([CH2:6]Br)=[CH:4][CH:3]=1.[F:10][C:11]([F:15])([F:14])[CH2:12][NH2:13].C(=O)([O-])[O-].[K+].[K+].O, predict the reaction product. The product is: [Br:1][C:2]1[CH:9]=[CH:8][C:5]([CH2:6][NH:13][CH2:12][C:11]([F:15])([F:14])[F:10])=[CH:4][CH:3]=1. (7) Given the reactants [CH3:1][O:2][CH2:3][CH2:4][NH2:5].C(=O)([O-])[O-].[K+].[K+].[Br:12][C:13]1[CH:33]=[CH:32][C:16]2[C:17]([CH2:30]Br)=[C:18]([C:20]([C:22]3[CH:27]=[CH:26][C:25]([Cl:28])=[CH:24][C:23]=3[Cl:29])=[O:21])[O:19][C:15]=2[CH:14]=1, predict the reaction product. The product is: [Br:12][C:13]1[CH:33]=[CH:32][C:16]2[C:17]([CH2:30][NH:5][CH2:4][CH2:3][O:2][CH3:1])=[C:18]([C:20]([C:22]3[CH:27]=[CH:26][C:25]([Cl:28])=[CH:24][C:23]=3[Cl:29])=[O:21])[O:19][C:15]=2[CH:14]=1. (8) Given the reactants [CH2:1]([CH:3]([CH2:9][C:10]1[CH:15]=[CH:14][C:13]([O:16][CH3:17])=[C:12]([O:18][CH2:19][CH2:20][C:21]2[CH:26]=[CH:25][C:24]([C:27]([F:30])([F:29])[F:28])=[CH:23][CH:22]=2)[CH:11]=1)[C:4]([O:6]CC)=[O:5])[CH3:2].[OH-].[Na+].Cl, predict the reaction product. The product is: [CH2:1]([CH:3]([CH2:9][C:10]1[CH:15]=[CH:14][C:13]([O:16][CH3:17])=[C:12]([O:18][CH2:19][CH2:20][C:21]2[CH:22]=[CH:23][C:24]([C:27]([F:28])([F:29])[F:30])=[CH:25][CH:26]=2)[CH:11]=1)[C:4]([OH:6])=[O:5])[CH3:2].